This data is from Reaction yield outcomes from USPTO patents with 853,638 reactions. The task is: Predict the reaction yield, written as a fraction of the theoretical maximum amount of product (1.0 means a 100% yield; for example, 0.34 means a 34% yield). The reactants are [Br:1][C:2]1[CH:7]=[CH:6][C:5]([CH2:8][OH:9])=[CH:4][C:3]=1[F:10].N1C=CN=C1.[CH:16]([Si:19](Cl)([CH:23]([CH3:25])[CH3:24])[CH:20]([CH3:22])[CH3:21])([CH3:18])[CH3:17]. The catalyst is CN(C=O)C. The product is [Br:1][C:2]1[CH:7]=[CH:6][C:5]([CH2:8][O:9][Si:19]([CH:23]([CH3:25])[CH3:24])([CH:20]([CH3:22])[CH3:21])[CH:16]([CH3:18])[CH3:17])=[CH:4][C:3]=1[F:10]. The yield is 0.890.